From a dataset of Reaction yield outcomes from USPTO patents with 853,638 reactions. Predict the reaction yield, written as a fraction of the theoretical maximum amount of product (1.0 means a 100% yield; for example, 0.34 means a 34% yield). (1) The reactants are [CH3:1][O:2][C:3]1[CH:4]=[C:5]([C:11]([C:13]2[CH:18]=[C:17]([O:19][CH3:20])[CH:16]=[C:15]([O:21][CH3:22])[CH:14]=2)=O)[CH:6]=[C:7]([O:9][CH3:10])[CH:8]=1.C(OP([CH2:31][C:32]#[N:33])(=O)OCC)C.C[Si]([N-][Si](C)(C)C)(C)C.[Li+].O1C2C=CC(C(C3C=C(OC)C=C(OC)C=3)=CC#N)=CC=2OCC1. The yield is 0.760. The catalyst is C1COCC1. The product is [CH3:1][O:2][C:3]1[CH:4]=[C:5]([C:11]([C:13]2[CH:18]=[C:17]([O:19][CH3:20])[CH:16]=[C:15]([O:21][CH3:22])[CH:14]=2)=[CH:31][C:32]#[N:33])[CH:6]=[C:7]([O:9][CH3:10])[CH:8]=1. (2) The reactants are [Br:1][C:2]1[N:7]=[C:6]([CH2:8][N:9]2C(=O)C3C(=CC=CC=3)C2=O)[CH:5]=[CH:4][CH:3]=1.O.NN. The catalyst is C(O)C. The product is [Br:1][C:2]1[N:7]=[C:6]([CH2:8][NH2:9])[CH:5]=[CH:4][CH:3]=1. The yield is 0.790. (3) The reactants are [Br:1][C:2]1[CH:3]=[CH:4][C:5]2[NH:6][C:7]3[C:12]([C:13]=2[CH:14]=1)=[CH:11][CH:10]=[CH:9][CH:8]=3.C(=O)([O-])[O-].[Cs+].[Cs+].Br[CH2:22][CH2:23][CH3:24]. The catalyst is C(#N)C.CN(C)C=O. The product is [Br:1][C:2]1[CH:3]=[CH:4][C:5]2[N:6]([CH2:22][CH2:23][CH3:24])[C:7]3[C:12]([C:13]=2[CH:14]=1)=[CH:11][CH:10]=[CH:9][CH:8]=3. The yield is 0.970.